Dataset: Full USPTO retrosynthesis dataset with 1.9M reactions from patents (1976-2016). Task: Predict the reactants needed to synthesize the given product. (1) Given the product [CH2:1]([O:3][C:4]([C:6]1([C:9]2[CH:14]=[CH:13][C:12]([C:15]3[CH:20]=[CH:19][C:18]([C:21]4[O:25][N:24]=[C:23]([CH3:26])[C:22]=4[NH:27][C:28]4[CH:33]=[CH:32][CH:31]=[C:30]([C:40]5[CH:39]=[CH:38][CH:37]=[C:36]([F:35])[C:41]=5[F:42])[N:29]=4)=[CH:17][CH:16]=3)=[CH:11][CH:10]=2)[CH2:8][CH2:7]1)=[O:5])[CH3:2], predict the reactants needed to synthesize it. The reactants are: [CH2:1]([O:3][C:4]([C:6]1([C:9]2[CH:14]=[CH:13][C:12]([C:15]3[CH:20]=[CH:19][C:18]([C:21]4[O:25][N:24]=[C:23]([CH3:26])[C:22]=4[NH:27][C:28]4[CH:33]=[CH:32][CH:31]=[C:30](Br)[N:29]=4)=[CH:17][CH:16]=3)=[CH:11][CH:10]=2)[CH2:8][CH2:7]1)=[O:5])[CH3:2].[F:35][C:36]1[C:41]([F:42])=[CH:40][CH:39]=[CH:38][C:37]=1B(O)O. (2) Given the product [CH3:20][C:18]1[CH:17]=[CH:16][N:15]=[C:14]([C:6]2[CH:7]=[CH:8][C:3]([O:2][CH3:1])=[C:4]([CH3:12])[CH:5]=2)[CH:19]=1, predict the reactants needed to synthesize it. The reactants are: [CH3:1][O:2][C:3]1[CH:8]=[CH:7][C:6](B(O)O)=[CH:5][C:4]=1[CH3:12].Br[C:14]1[CH:19]=[C:18]([CH3:20])[CH:17]=[CH:16][N:15]=1.P([O-])([O-])([O-])=O.[K+].[K+].[K+].O1CCOCC1. (3) Given the product [CH2:1]([O:3][C:4](=[O:9])[CH2:5][C:6](=[O:8])[CH2:7][Br:10])[CH3:2], predict the reactants needed to synthesize it. The reactants are: [CH2:1]([O:3][C:4](=[O:9])[CH2:5][C:6](=[O:8])[CH3:7])[CH3:2].[Br:10]Br.O=O. (4) Given the product [C:1]([N:8]1[CH2:12][C@@H:11]([OH:13])[C@H:10]([N:17]=[N+:18]=[N-:19])[CH2:9]1)([O:3][C:4]([CH3:7])([CH3:6])[CH3:5])=[O:2], predict the reactants needed to synthesize it. The reactants are: [C:1]([N:8]1[CH2:12][C@@H:11]([O:13]C(=O)C)[C@H:10]([N:17]=[N+:18]=[N-:19])[CH2:9]1)([O:3][C:4]([CH3:7])([CH3:6])[CH3:5])=[O:2].[Li+].[OH-].